From a dataset of Forward reaction prediction with 1.9M reactions from USPTO patents (1976-2016). Predict the product of the given reaction. (1) The product is: [Br:39][C:33]1[CH:34]=[C:35]2[C:30](=[C:31]([C:40]#[N:41])[CH:32]=1)[N:29]=[C:28]([C:26]([OH:27])=[O:25])[CH:37]=[C:36]2[OH:38]. Given the reactants COC(C1C=C(O)C2C(=C(OCC3C=CC=CC=3)C=CC=2)N=1)=O.C[O:25][C:26]([C:28]1[CH:37]=[C:36]([OH:38])[C:35]2[C:30](=[C:31]([C:40]#[N:41])[CH:32]=[C:33]([Br:39])[CH:34]=2)[N:29]=1)=[O:27], predict the reaction product. (2) Given the reactants [S:1](Cl)([C:4]1[C:16]2[CH:15]=[CH:14][CH:13]=[C:9]([N:10]([CH3:12])[CH3:11])[C:8]=2[CH:7]=[CH:6][CH:5]=1)(=[O:3])=[O:2].[CH2:18]([CH2:20][NH2:21])[OH:19].C(N(CC)CC)C, predict the reaction product. The product is: [CH3:11][N:10]([CH3:12])[C:9]1[CH:13]=[CH:14][CH:15]=[C:16]2[C:8]=1[CH:7]=[CH:6][CH:5]=[C:4]2[S:1]([NH:21][CH2:20][CH2:18][OH:19])(=[O:3])=[O:2]. (3) The product is: [O:20]1[CH2:21][CH2:22][O:23][CH:19]1[C:15]1[CH:14]=[C:13]([C:10]([CH3:12])([CH3:11])[CH2:9][OH:8])[CH:18]=[CH:17][CH:16]=1. Given the reactants [H-].[H-].[H-].[H-].[Li+].[Al+3].C[O:8][C:9](=O)[C:10]([C:13]1[CH:18]=[CH:17][CH:16]=[C:15]([CH:19]2[O:23][CH2:22][CH2:21][O:20]2)[CH:14]=1)([CH3:12])[CH3:11], predict the reaction product. (4) Given the reactants [Cl:1][C:2]1[CH:3]=[C:4]2[C:8](=[CH:9][CH:10]=1)[NH:7][C:6](N)=[C:5]2[S:12]([C:15]1[CH:20]=[CH:19][CH:18]=[CH:17][CH:16]=1)(=[O:14])=[O:13].CC[N:23](C(C)C)C(C)C.[F:30][C:31]1[CH:36]=[CH:35][CH:34]=[CH:33][C:32]=1[N:37]=[C:38]=[O:39], predict the reaction product. The product is: [Cl:1][C:2]1[CH:3]=[C:4]2[C:8](=[CH:9][CH:10]=1)[NH:7][C:6]([N:37]([C:32]1[CH:33]=[CH:34][CH:35]=[CH:36][C:31]=1[F:30])[C:38]([NH2:23])=[O:39])=[C:5]2[S:12]([C:15]1[CH:20]=[CH:19][CH:18]=[CH:17][CH:16]=1)(=[O:13])=[O:14]. (5) Given the reactants [CH3:1][O:2][C:3]1[CH:8]=[CH:7][C:6]([C:9]2[CH2:10][CH2:11][O:12][CH2:13][CH:14]=2)=[CH:5][CH:4]=1, predict the reaction product. The product is: [CH3:1][O:2][C:3]1[CH:4]=[CH:5][C:6]([CH:9]2[CH2:14][CH2:13][O:12][CH2:11][CH2:10]2)=[CH:7][CH:8]=1. (6) The product is: [F:19][C:20]1[CH:21]=[CH:22][C:23]([O:38][CH3:39])=[C:24]([C:26]([CH3:36])([CH3:37])[CH2:27][C:28]([C:31]([F:33])([F:34])[F:32])([OH:35])[CH:29]=[N:1][C:2]2[CH:11]=[CH:10][CH:9]=[C:8]3[C:3]=2[CH:4]=[CH:5][C:6]([CH2:12][N:13]2[CH2:14][CH2:15][O:16][CH2:17][CH2:18]2)=[N:7]3)[CH:25]=1. Given the reactants [NH2:1][C:2]1[CH:11]=[CH:10][CH:9]=[C:8]2[C:3]=1[CH:4]=[CH:5][C:6]([CH2:12][N:13]1[CH2:18][CH2:17][O:16][CH2:15][CH2:14]1)=[N:7]2.[F:19][C:20]1[CH:21]=[CH:22][C:23]([O:38][CH3:39])=[C:24]([C:26]([CH3:37])([CH3:36])[CH2:27][C:28]([OH:35])([C:31]([F:34])([F:33])[F:32])[CH:29]=O)[CH:25]=1, predict the reaction product. (7) Given the reactants [N:1]([C:9](OC(C)C)=O)=[N:2][C:3](OC(C)C)=O.[CH:15]([O-:17])=[O:16].[NH4+:18].[NH2:19][C:20]1[S:24][C:23]([C:25]2[C:30]([F:31])=[CH:29][CH:28]=[CH:27][C:26]=2[F:32])=[N:22][C:21]=1[C:33]([OH:35])=O.[CH3:36][CH2:37][N:38](C(C)C)C(C)C.[CH3:45][CH2:46][CH2:47]P(=O)=O.NN.[CH3:53]O, predict the reaction product. The product is: [NH2:19][C:20]1[S:24][C:23]([C:25]2[C:26]([F:32])=[CH:27][CH:28]=[CH:29][C:30]=2[F:31])=[N:22][C:21]=1[C:33]([NH:38][C:37]1[CH:9]=[N:1][N:2]([CH3:3])[C:36]=1[CH:15]1[O:17][CH2:53][CH:46]([CH2:47][NH2:18])[CH2:45][O:16]1)=[O:35].